Dataset: Reaction yield outcomes from USPTO patents with 853,638 reactions. Task: Predict the reaction yield, written as a fraction of the theoretical maximum amount of product (1.0 means a 100% yield; for example, 0.34 means a 34% yield). The reactants are [Cl:1][CH2:2][C:3]([C:5]1[CH:10]=[CH:9][C:8]([F:11])=[CH:7][N:6]=1)=[O:4].C(O)=O.CO. The catalyst is CN(C=O)C. The product is [Cl:1][CH2:2][C@@H:3]([C:5]1[CH:10]=[CH:9][C:8]([F:11])=[CH:7][N:6]=1)[OH:4]. The yield is 0.710.